Dataset: Reaction yield outcomes from USPTO patents with 853,638 reactions. Task: Predict the reaction yield, written as a fraction of the theoretical maximum amount of product (1.0 means a 100% yield; for example, 0.34 means a 34% yield). (1) The yield is 0.670. The reactants are C1C=CC(P(C2C=CC=CC=2)C2C=CC=CC=2)=CC=1.[N:20]([CH2:23][C:24]1[CH:29]=[C:28]([N+:30]([O-:32])=[O:31])[CH:27]=[C:26]([O:33][CH3:34])[CH:25]=1)=[N+]=[N-].O. The catalyst is C1COCC1. The product is [CH3:34][O:33][C:26]1[CH:25]=[C:24]([CH2:23][NH2:20])[CH:29]=[C:28]([N+:30]([O-:32])=[O:31])[CH:27]=1. (2) The reactants are [Br:1][C:2]1[CH:3]=[CH:4][C:5]([OH:11])=[C:6]([C:8](=[O:10])[CH3:9])[CH:7]=1.[OH-].[Na+].Br[CH2:15][C:16]([O:18][CH2:19][CH3:20])=[O:17]. The catalyst is CN(C)C=O. The product is [C:8]([C:6]1[CH:7]=[C:2]([Br:1])[CH:3]=[CH:4][C:5]=1[O:11][CH2:15][C:16]([O:18][CH2:19][CH3:20])=[O:17])(=[O:10])[CH3:9]. The yield is 0.640. (3) The reactants are [CH3:1][N:2]1[CH2:7][CH2:6][N:5]([C:8]([O:10][C@@H:11]2[N:20]([C:21]3[CH:22]=[CH:23][C:24]([Cl:27])=[CH:25][N:26]=3)[C:18](=[O:19])[C:13]3[N:14]=[CH:15][CH:16]=[N:17][C:12]2=3)=[O:9])[CH2:4][CH2:3]1.[C:28]([OH:35])(=[O:34])/[CH:29]=[CH:30]\[C:31]([OH:33])=[O:32]. The catalyst is C(O)C. The product is [CH3:1][N:2]1[CH2:7][CH2:6][N:5]([C:8]([O:10][C@@H:11]2[N:20]([C:21]3[CH:22]=[CH:23][C:24]([Cl:27])=[CH:25][N:26]=3)[C:18](=[O:19])[C:13]3[N:14]=[CH:15][CH:16]=[N:17][C:12]2=3)=[O:9])[CH2:4][CH2:3]1.[C:28]([O-:35])(=[O:34])/[CH:29]=[CH:30]\[C:31]([O-:33])=[O:32]. The yield is 0.760. (4) The reactants are [C:1]1([NH:7][C:8]2[C:17]3[CH:18]=[CH:19][S:20][C:16]=3[C:15]3[CH:14]=[CH:13][C:12]([C:21]([OH:23])=O)=[CH:11][C:10]=3[N:9]=2)[CH:6]=[CH:5][CH:4]=[CH:3][CH:2]=1.[CH3:24][S:25]([NH2:28])(=[O:27])=[O:26].CCN=C=NCCCN(C)C.O. The catalyst is CN(C1C=CN=CC=1)C.CN(C=O)C. The product is [CH3:24][S:25]([NH:28][C:21]([C:12]1[CH:13]=[CH:14][C:15]2[C:16]3[S:20][CH:19]=[CH:18][C:17]=3[C:8]([NH:7][C:1]3[CH:6]=[CH:5][CH:4]=[CH:3][CH:2]=3)=[N:9][C:10]=2[CH:11]=1)=[O:23])(=[O:27])=[O:26]. The yield is 0.810. (5) The reactants are [CH:1]1([C:7]2[C:15]3[CH:14]=[CH:13][C:12]([C:16]([O:18]C)=[O:17])=[CH:11][C:10]=3[N:9]3[CH2:20][CH2:21][CH2:22][C:23]4[CH:28]=[CH:27][CH:26]=[CH:25][C:24]=4[C:8]=23)[CH2:6][CH2:5][CH2:4][CH2:3][CH2:2]1.[OH-].[Na+].Cl.O. The catalyst is O1CCCC1.CO. The product is [CH:1]1([C:7]2[C:15]3[CH:14]=[CH:13][C:12]([C:16]([OH:18])=[O:17])=[CH:11][C:10]=3[N:9]3[CH2:20][CH2:21][CH2:22][C:23]4[CH:28]=[CH:27][CH:26]=[CH:25][C:24]=4[C:8]=23)[CH2:6][CH2:5][CH2:4][CH2:3][CH2:2]1. The yield is 0.830. (6) The reactants are C([O-])=O.[K+].C(O)=O.O.[CH3:9][O:10][C:11]1[CH:12]=[C:13]2[C:18](=[CH:19][C:20]=1[O:21][CH3:22])[N:17]=[CH:16][CH:15]=[C:14]2[O:23][C:24]1[CH:29]=[CH:28][C:27]([N+:30]([O-])=O)=[CH:26][CH:25]=1. The catalyst is [Pd].O1CCCC1. The product is [CH3:9][O:10][C:11]1[CH:12]=[C:13]2[C:18](=[CH:19][C:20]=1[O:21][CH3:22])[N:17]=[CH:16][CH:15]=[C:14]2[O:23][C:24]1[CH:25]=[CH:26][C:27]([NH2:30])=[CH:28][CH:29]=1. The yield is 0.970. (7) The reactants are [F:1][C@@H:2]1[C@@H:6]([CH2:7][OH:8])[O:5][C@@H:4]([N:9]2[CH:16]=[CH:15][C:13](=[O:14])[NH:12][C:10]2=[O:11])[CH2:3]1.[C:17]1([Si:23](Cl)([C:30]2[CH:35]=[CH:34][CH:33]=[CH:32][CH:31]=2)[C:24]2[CH:29]=[CH:28][CH:27]=[CH:26][CH:25]=2)[CH:22]=[CH:21][CH:20]=[CH:19][CH:18]=1. The catalyst is N1C=CC=CC=1. The product is [F:1][C@@H:2]1[C@@H:6]([CH2:7][O:8][Si:23]([C:24]2[CH:25]=[CH:26][CH:27]=[CH:28][CH:29]=2)([C:30]2[CH:35]=[CH:34][CH:33]=[CH:32][CH:31]=2)[C:17]2[CH:18]=[CH:19][CH:20]=[CH:21][CH:22]=2)[O:5][C@@H:4]([N:9]2[CH:16]=[CH:15][C:13](=[O:14])[NH:12][C:10]2=[O:11])[CH2:3]1. The yield is 0.600. (8) The reactants are [F:1][C:2]1[CH:14]=[CH:13][CH:12]=[C:11]([F:15])[C:3]=1[CH2:4][N:5]1[CH2:9][CH:8]=[CH:7][N:6]1O.P(Br)(Br)([Br:18])=O. The catalyst is C(Cl)(Cl)Cl. The product is [Br:18][C:9]1[N:5]([CH2:4][C:3]2[C:2]([F:1])=[CH:14][CH:13]=[CH:12][C:11]=2[F:15])[N:6]=[CH:7][CH:8]=1. The yield is 0.967. (9) The reactants are [CH:1](/[C:14]1[CH:19]=[CH:18][C:17]([NH2:20])=[CH:16][C:15]=1[S:21]([OH:24])(=[O:23])=[O:22])=[CH:2]\[C:3]1[CH:8]=[CH:7][C:6]([NH2:9])=[CH:5][C:4]=1[S:10]([OH:13])(=[O:12])=[O:11].[H][H]. The catalyst is O1CCCC1.[Pd]. The product is [CH2:1]([C:14]1[CH:19]=[CH:18][C:17]([NH2:20])=[CH:16][C:15]=1[S:21]([OH:24])(=[O:22])=[O:23])[CH2:2][C:3]1[CH:8]=[CH:7][C:6]([NH2:9])=[CH:5][C:4]=1[S:10]([OH:13])(=[O:11])=[O:12]. The yield is 0.850. (10) The yield is 0.870. The reactants are [N+:1]([C:4]1[CH:5]=[C:6]([N:19]2[CH2:24][CH2:23][NH:22][CH2:21][CH2:20]2)[CH:7]=[CH:8][C:9]=1[S:10]([C:13]1[CH:18]=[CH:17][CH:16]=[CH:15][CH:14]=1)(=[O:12])=[O:11])([O-:3])=[O:2].[OH-].[Na+].[C:27](O[C:27]([O:29][C:30]([CH3:33])([CH3:32])[CH3:31])=[O:28])([O:29][C:30]([CH3:33])([CH3:32])[CH3:31])=[O:28].Cl. The product is [N+:1]([C:4]1[CH:5]=[C:6]([N:19]2[CH2:24][CH2:23][N:22]([C:27]([O:29][C:30]([CH3:33])([CH3:32])[CH3:31])=[O:28])[CH2:21][CH2:20]2)[CH:7]=[CH:8][C:9]=1[S:10]([C:13]1[CH:14]=[CH:15][CH:16]=[CH:17][CH:18]=1)(=[O:12])=[O:11])([O-:3])=[O:2]. The catalyst is C1COCC1.O.CCOC(C)=O.